Dataset: Catalyst prediction with 721,799 reactions and 888 catalyst types from USPTO. Task: Predict which catalyst facilitates the given reaction. (1) Reactant: P(Cl)(Cl)(Cl)=O.[CH2:6]([N:13]1[CH2:17][CH2:16][CH2:15][C:14]1=O)[C:7]1[CH:12]=[CH:11][CH:10]=[CH:9][CH:8]=1.[NH2:19][C:20]1[CH:27]=[CH:26][C:25]([F:28])=[CH:24][C:21]=1[C:22]#[N:23].[OH-].[Na+]. Product: [F:28][C:25]1[CH:26]=[CH:27][C:20]([N:19]=[C:14]2[CH2:15][CH2:16][CH2:17][N:13]2[CH2:6][C:7]2[CH:12]=[CH:11][CH:10]=[CH:9][CH:8]=2)=[C:21]([CH:24]=1)[C:22]#[N:23]. The catalyst class is: 22. (2) Reactant: ClC1C=C(N2C3C(=CC4C(N)=NOC=4C=3)C(C)=N2)C=NC=1OCC(C)C.CS(Cl)(=O)=O.[Cl:32][C:33]1[CH:34]=[C:35]([N:44]2[C:52]3[C:47](=[CH:48][C:49]4[C:55]([N:56](S(C)(=O)=O)[S:57]([CH3:60])(=[O:59])=[O:58])=[N:54][O:53][C:50]=4[CH:51]=3)[C:46]([CH3:65])=[N:45]2)[CH:36]=[N:37][C:38]=1[O:39][CH2:40][CH:41]([CH3:43])[CH3:42].CCCC[N+](CCCC)(CCCC)CCCC.[F-]. Product: [Cl:32][C:33]1[CH:34]=[C:35]([N:44]2[C:52]3[C:47](=[CH:48][C:49]4[C:55]([NH:56][S:57]([CH3:60])(=[O:59])=[O:58])=[N:54][O:53][C:50]=4[CH:51]=3)[C:46]([CH3:65])=[N:45]2)[CH:36]=[N:37][C:38]=1[O:39][CH2:40][CH:41]([CH3:43])[CH3:42]. The catalyst class is: 168. (3) Reactant: Br[C:2]1[CH:3]=[C:4]([NH:10][C:11]2[CH:21]=[C:14]3[CH2:15][N:16]([CH2:19][CH3:20])[CH2:17][CH2:18][N:13]3[N:12]=2)[C:5](=[O:9])[N:6]([CH3:8])[CH:7]=1.[C:22]([O:25][CH2:26][C:27]1[C:28]([N:42]2[CH2:54][CH2:53][N:45]3[C:46]4[CH2:47][CH2:48][CH2:49][CH2:50][C:51]=4[CH:52]=[C:44]3[C:43]2=[O:55])=[N:29][CH:30]=[CH:31][C:32]=1B1OC(C)(C)C(C)(C)O1)(=[O:24])[CH3:23].[O-]P([O-])([O-])=O.[K+].[K+].[K+].C([O-])(=O)C.[Na+]. Product: [C:22]([O:25][CH2:26][C:27]1[C:28]([N:42]2[CH2:54][CH2:53][N:45]3[C:46]4[CH2:47][CH2:48][CH2:49][CH2:50][C:51]=4[CH:52]=[C:44]3[C:43]2=[O:55])=[N:29][CH:30]=[CH:31][C:32]=1[C:2]1[CH:3]=[C:4]([NH:10][C:11]2[CH:21]=[C:14]3[CH2:15][N:16]([CH2:19][CH3:20])[CH2:17][CH2:18][N:13]3[N:12]=2)[C:5](=[O:9])[N:6]([CH3:8])[CH:7]=1)(=[O:24])[CH3:23]. The catalyst class is: 379. (4) Reactant: [F:1][C:2]1[CH:3]=[C:4]([C:18]([O:20][CH3:21])=[O:19])[C:5]2[O:9][C:8]([C:10]3[CH:15]=[CH:14][C:13]([CH3:16])=[CH:12][CH:11]=3)=[N:7][C:6]=2[CH:17]=1.C1C(=O)N([Br:29])C(=O)C1. Product: [Br:29][CH2:16][C:13]1[CH:12]=[CH:11][C:10]([C:8]2[O:9][C:5]3[C:4]([C:18]([O:20][CH3:21])=[O:19])=[CH:3][C:2]([F:1])=[CH:17][C:6]=3[N:7]=2)=[CH:15][CH:14]=1. The catalyst class is: 53. (5) Reactant: [F:1][C:2]([CH3:17])([CH3:16])[CH2:3][NH:4][C:5]1[C:14]2[C:9](=[CH:10][CH:11]=[CH:12][N:13]=2)[N:8]=[CH:7][C:6]=1[NH2:15].C(N(CC)CC)C.[C:25](OCC(Cl)=O)(=[O:27])[CH3:26].C([O-])([O-])=O.[K+].[K+]. Product: [F:1][C:2]([CH3:17])([CH3:16])[CH2:3][N:4]1[C:5]2[C:14]3[N:13]=[CH:12][CH:11]=[CH:10][C:9]=3[N:8]=[CH:7][C:6]=2[N:15]=[C:26]1[CH2:25][OH:27]. The catalyst class is: 61.